From a dataset of Catalyst prediction with 721,799 reactions and 888 catalyst types from USPTO. Predict which catalyst facilitates the given reaction. (1) Reactant: [Br:1][C:2]1[C:7]([CH3:8])=[CH:6][C:5]([OH:9])=[CH:4][C:3]=1[CH3:10].Br[CH2:12][CH2:13][NH:14][C:15](=[O:21])[O:16][C:17]([CH3:20])([CH3:19])[CH3:18].C([O-])([O-])=O.[Cs+].[Cs+]. Product: [Br:1][C:2]1[C:7]([CH3:8])=[CH:6][C:5]([O:9][CH2:12][CH2:13][NH:14][C:15](=[O:21])[O:16][C:17]([CH3:20])([CH3:19])[CH3:18])=[CH:4][C:3]=1[CH3:10]. The catalyst class is: 9. (2) Reactant: [NH:1]1[C:9]2[C:4](=[CH:5][C:6]([C:10]#[N:11])=[CH:7][CH:8]=2)[CH:3]=[N:2]1.CO.[Br:14]Br.Cl. Product: [Br:14][C:3]1[C:4]2[C:9](=[CH:8][CH:7]=[C:6]([C:10]#[N:11])[CH:5]=2)[NH:1][N:2]=1. The catalyst class is: 74.